This data is from NCI-60 drug combinations with 297,098 pairs across 59 cell lines. The task is: Regression. Given two drug SMILES strings and cell line genomic features, predict the synergy score measuring deviation from expected non-interaction effect. (1) Drug 1: CN1C(=O)N2C=NC(=C2N=N1)C(=O)N. Drug 2: CCN(CC)CCCC(C)NC1=C2C=C(C=CC2=NC3=C1C=CC(=C3)Cl)OC. Cell line: NCI/ADR-RES. Synergy scores: CSS=11.9, Synergy_ZIP=-3.76, Synergy_Bliss=-3.47, Synergy_Loewe=-18.4, Synergy_HSA=-2.09. (2) Drug 1: CC1=CC=C(C=C1)C2=CC(=NN2C3=CC=C(C=C3)S(=O)(=O)N)C(F)(F)F. Drug 2: C(=O)(N)NO. Cell line: ACHN. Synergy scores: CSS=-4.35, Synergy_ZIP=2.34, Synergy_Bliss=2.43, Synergy_Loewe=-1.64, Synergy_HSA=-2.39.